From a dataset of Forward reaction prediction with 1.9M reactions from USPTO patents (1976-2016). Predict the product of the given reaction. (1) Given the reactants [CH2:1]([C:3]1[CH:8]=[CH:7][CH:6]=[CH:5][C:4]=1[OH:9])[CH3:2].[I:10]I, predict the reaction product. The product is: [CH2:1]([C:3]1[CH:8]=[C:7]([I:10])[CH:6]=[CH:5][C:4]=1[OH:9])[CH3:2]. (2) Given the reactants [CH3:1][CH:2]([CH3:28])[CH:3]([NH:15][C:16]([CH:18]1[CH2:24][CH:23]=[C:22]([CH2:25][CH2:26][CH3:27])[CH2:21][CH2:20][NH:19]1)=[O:17])[CH:4]1[CH:9]([OH:10])[CH:8]([OH:11])[CH:7]([OH:12])[CH:6]([S:13][CH3:14])[O:5]1, predict the reaction product. The product is: [CH3:1][CH:2]([CH3:28])[CH:3]([NH:15][C:16]([CH:18]1[CH2:24][CH2:23][CH:22]([CH2:25][CH2:26][CH3:27])[CH2:21][CH2:20][NH:19]1)=[O:17])[CH:4]1[CH:9]([OH:10])[CH:8]([OH:11])[CH:7]([OH:12])[CH:6]([S:13][CH3:14])[O:5]1. (3) Given the reactants [Br:1][C:2]1[CH:15]=[CH:14][C:5]([C:6]([N:8]([CH2:10]CCC)[CH3:9])=[O:7])=[C:4]([S:16]([CH:19]([CH3:21])[CH3:20])(=[O:18])=[O:17])[CH:3]=1.BrC1C=CC(C(O)=O)=C(S(C(C)C)(=O)=O)C=1.CNC, predict the reaction product. The product is: [Br:1][C:2]1[CH:15]=[CH:14][C:5]([C:6]([N:8]([CH3:10])[CH3:9])=[O:7])=[C:4]([S:16]([CH:19]([CH3:21])[CH3:20])(=[O:18])=[O:17])[CH:3]=1. (4) Given the reactants [BH3-]C#N.[Na+].[Br:5][C:6]1[CH:14]=[CH:13][CH:12]=[C:11]2[C:7]=1[CH:8]=[CH:9][N:10]2[S:15]([C:18]1[CH:23]=[C:22]([CH3:24])[CH:21]=[CH:20][C:19]=1[O:25][CH3:26])(=[O:17])=[O:16], predict the reaction product. The product is: [Br:5][C:6]1[CH:14]=[CH:13][CH:12]=[C:11]2[C:7]=1[CH2:8][CH2:9][N:10]2[S:15]([C:18]1[CH:23]=[C:22]([CH3:24])[CH:21]=[CH:20][C:19]=1[O:25][CH3:26])(=[O:16])=[O:17]. (5) Given the reactants [F:1][C:2]1[CH:9]=[C:8]([OH:10])[CH:7]=[CH:6][C:3]=1[C:4]#[N:5].[N+:11]([O-])(O)=O, predict the reaction product. The product is: [NH2:11][C:7]1[C:8]([OH:10])=[CH:9][C:2]([F:1])=[C:3]([CH:6]=1)[C:4]#[N:5]. (6) Given the reactants Br[C:2]1[CH:7]=[CH:6][C:5]([C:8]([N:10]2[CH2:15][CH2:14][N:13]([C:16]3[C:21]([CH:22]4[CH2:24][CH2:23]4)=[CH:20][C:19]([CH:25]4[CH2:27][CH2:26]4)=[CH:18][N:17]=3)[CH2:12][CH2:11]2)=[O:9])=[C:4]([S:28]([CH3:31])(=[O:30])=[O:29])[CH:3]=1.[CH2:32]([C@@H:34]1[CH2:38][O:37][C:36](=[O:39])[NH:35]1)[CH3:33], predict the reaction product. The product is: [CH:22]1([C:21]2[C:16]([N:13]3[CH2:14][CH2:15][N:10]([C:8]([C:5]4[CH:6]=[CH:7][C:2]([N:35]5[C@H:34]([CH2:32][CH3:33])[CH2:38][O:37][C:36]5=[O:39])=[CH:3][C:4]=4[S:28]([CH3:31])(=[O:30])=[O:29])=[O:9])[CH2:11][CH2:12]3)=[N:17][CH:18]=[C:19]([CH:25]3[CH2:27][CH2:26]3)[CH:20]=2)[CH2:24][CH2:23]1. (7) Given the reactants [Cl:1][C:2]1[CH:10]=[CH:9][CH:8]=[C:7]2[C:3]=1[CH:4]=[CH:5][NH:6]2.[Cl:11][C:12]1[CH:19]=[C:18]([F:20])[CH:17]=[CH:16][C:13]=1[CH:14]=O.Br[CH2:22][CH2:23][CH2:24][CH3:25], predict the reaction product. The product is: [Cl:1][C:2]1[CH:10]=[CH:9][CH:8]=[C:7]2[C:3]=1[C:4]([CH:14]([C:4]1[C:3]3[C:7](=[CH:8][CH:9]=[CH:10][C:2]=3[Cl:1])[N:6]([CH2:10][CH2:2][CH2:3][CH3:4])[CH:5]=1)[C:13]1[CH:16]=[CH:17][C:18]([F:20])=[CH:19][C:12]=1[Cl:11])=[CH:5][N:6]2[CH2:22][CH2:23][CH2:24][CH3:25].